From a dataset of Full USPTO retrosynthesis dataset with 1.9M reactions from patents (1976-2016). Predict the reactants needed to synthesize the given product. (1) Given the product [CH2:1]([N:3]1[CH2:8][C@@H:7]([CH3:9])[O:6][C:5](=[O:10])[CH:4]1[CH2:35][C:36]([O:38][CH3:39])=[O:37])[CH3:2], predict the reactants needed to synthesize it. The reactants are: [CH2:1]([N:3]1[CH2:8][C@@H:7]([CH3:9])[O:6][C:5](=[O:10])[CH2:4]1)[CH3:2].C[Si]([N-][Si](C)(C)C)(C)C.[Li+].O1CCCC1.C(C1C=CC=CC=1)C.Br[CH2:35][C:36]([O:38][CH3:39])=[O:37]. (2) Given the product [CH:37]1([N:40]2[CH:45]=[CH:44][C:43]([C:16]3[CH:15]=[CH:14][C:13]([C@@H:11]([N:7]4[CH2:8][CH2:9][CH2:10][C@:4]([CH2:3][C:2]([OH:1])([CH3:35])[CH3:36])([C:29]5[CH:34]=[CH:33][CH:32]=[CH:31][CH:30]=5)[NH:5][C:6]4=[O:28])[CH3:12])=[CH:18][CH:17]=3)=[CH:42][C:41]2=[O:47])[CH2:39][CH2:38]1.[CH:37]1([N:40]2[CH:45]=[CH:44][C:43]([I:46])=[CH:42][C:41]2=[O:47])[CH2:39][CH2:38]1, predict the reactants needed to synthesize it. The reactants are: [OH:1][C:2]([CH3:36])([CH3:35])[CH2:3][C@:4]1([C:29]2[CH:34]=[CH:33][CH:32]=[CH:31][CH:30]=2)[CH2:10][CH2:9][CH2:8][N:7]([C@H:11]([C:13]2[CH:18]=[CH:17][C:16](B3OC(C)(C)C(C)(C)O3)=[CH:15][CH:14]=2)[CH3:12])[C:6](=[O:28])[NH:5]1.[CH:37]1([N:40]2[CH:45]=[CH:44][C:43]([I:46])=[CH:42][C:41]2=[O:47])[CH2:39][CH2:38]1. (3) Given the product [C:47]([C:41]1[CH:42]=[C:43]([CH:44]([CH3:46])[CH3:45])[C:37]2[O:36][C:35]([C:32]3[CH:33]=[CH:34][C:29]([C:28]([NH:27][CH2:26][CH:23]4[CH2:24][CH2:25][N:20]([C:18]5[CH:17]=[CH:16][N:15]=[C:14]([C:7]([CH3:9])=[CH2:8])[N:19]=5)[CH2:21][CH2:22]4)=[O:49])=[CH:30][CH:31]=3)=[N:39][C:38]=2[CH:40]=1)#[N:48], predict the reactants needed to synthesize it. The reactants are: C(=O)([O-])[O-].[Na+].[Na+].[C:7](B(O)O)([CH3:9])=[CH2:8].Cl[C:14]1[N:19]=[C:18]([N:20]2[CH2:25][CH2:24][CH:23]([CH2:26][NH:27][C:28](=[O:49])[C:29]3[CH:34]=[CH:33][C:32]([C:35]4[O:36][C:37]5[C:43]([CH:44]([CH3:46])[CH3:45])=[CH:42][C:41]([C:47]#[N:48])=[CH:40][C:38]=5[N:39]=4)=[CH:31][CH:30]=3)[CH2:22][CH2:21]2)[CH:17]=[CH:16][N:15]=1.O.